This data is from Reaction yield outcomes from USPTO patents with 853,638 reactions. The task is: Predict the reaction yield, written as a fraction of the theoretical maximum amount of product (1.0 means a 100% yield; for example, 0.34 means a 34% yield). (1) The reactants are [CH:1]([Si:4](Cl)([CH:8]([CH3:10])[CH3:9])[CH:5]([CH3:7])[CH3:6])([CH3:3])[CH3:2].[F:12][C:13]1[CH:14]=[CH:15][C:16]2[N:17]([C:19]([C@@H:22]3[CH2:26][CH2:25][CH2:24][N:23]3[CH2:27][CH2:28][CH2:29][OH:30])=[N:20][N:21]=2)[CH:18]=1.CCN(CC)CC. The catalyst is C(Cl)Cl.CN(C)C1C=CN=CC=1. The product is [F:12][C:13]1[CH:14]=[CH:15][C:16]2[N:17]([C:19]([C@@H:22]3[CH2:26][CH2:25][CH2:24][N:23]3[CH2:27][CH2:28][CH2:29][O:30][Si:4]([CH:8]([CH3:10])[CH3:9])([CH:5]([CH3:7])[CH3:6])[CH:1]([CH3:3])[CH3:2])=[N:20][N:21]=2)[CH:18]=1. The yield is 0.920. (2) The reactants are [CH3:1][C:2]1[N:7]=[C:6]([NH2:8])[CH:5]=[CH:4][C:3]=1[C:9]#[C:10][Si](C)(C)C.CO.C(=O)([O-])[O-].[K+].[K+]. The catalyst is O. The product is [C:9]([C:3]1[CH:4]=[CH:5][C:6]([NH2:8])=[N:7][C:2]=1[CH3:1])#[CH:10]. The yield is 0.880. (3) The reactants are [C:1]([C:3]1[CH:8]=[CH:7][C:6]([N:9]2[C:17]3[C:12](=[CH:13][C:14]([C:18]([O:20][CH3:21])=[O:19])=[CH:15][CH:16]=3)[CH:11]=[CH:10]2)=[CH:5][C:4]=1F)#[N:2].[C:23]([O-])([O-])=[O:24].[K+].[K+]. The yield is 1.00. The product is [C:1]([C:3]1[CH:8]=[CH:7][C:6]([N:9]2[C:17]3[C:12](=[CH:13][C:14]([C:18]([O:20][CH3:21])=[O:19])=[CH:15][CH:16]=3)[CH:11]=[CH:10]2)=[CH:5][C:4]=1[O:24][CH3:23])#[N:2]. The catalyst is CO.O. (4) The reactants are S(Cl)(Cl)=O.CC1C=CC=CC=1CCC(O)=O.CC1C=CC=CC=1CCC(Cl)=O.[CH3:29][O:30][C:31]1[CH:32]=[C:33]2[C:38](=[CH:39][C:40]=1[O:41][CH3:42])[N:37]=[CH:36][CH:35]=[C:34]2[O:43][C:44]1[CH:50]=[CH:49][C:47]([NH2:48])=[CH:46][C:45]=1[F:51].[CH3:52][C:53]1[CH:58]=[CH:57][CH:56]=[CH:55][C:54]=1[CH2:59][CH2:60][C:61]([N:63]=[C:64]=[S:65])=[O:62]. The product is [CH3:29][O:30][C:31]1[CH:32]=[C:33]2[C:38](=[CH:39][C:40]=1[O:41][CH3:42])[N:37]=[CH:36][CH:35]=[C:34]2[O:43][C:44]1[CH:50]=[CH:49][C:47]([NH:48][C:64]([NH:63][C:61](=[O:62])[CH2:60][CH2:59][C:54]2[CH:55]=[CH:56][CH:57]=[CH:58][C:53]=2[CH3:52])=[S:65])=[CH:46][C:45]=1[F:51]. The yield is 0.540. The catalyst is C1(C)C=CC=CC=1.C(O)C. (5) The reactants are S(=O)(=O)(O)O.[Cl:6][C:7]1[CH:15]=[C:11]([C:12]([OH:14])=[O:13])[C:10]([OH:16])=[CH:9][CH:8]=1.[C:17](OC(=O)C)(=[O:19])[CH3:18]. No catalyst specified. The product is [C:17]([O:16][C:10]1[CH:9]=[CH:8][C:7]([Cl:6])=[CH:15][C:11]=1[C:12]([OH:14])=[O:13])(=[O:19])[CH3:18]. The yield is 0.930. (6) The reactants are [NH2:1][C:2]1[C:9]([Cl:10])=[CH:8][C:7]([NH2:11])=[CH:6][C:3]=1[C:4]#[N:5].Br[CH2:13][CH2:14][O:15][CH2:16][CH2:17]Br.C(N(CC)C(C)C)(C)C.C(=O)(O)[O-]. The catalyst is CN(C)C=O. The product is [NH2:1][C:2]1[C:9]([Cl:10])=[CH:8][C:7]([N:11]2[CH2:17][CH2:16][O:15][CH2:14][CH2:13]2)=[CH:6][C:3]=1[C:4]#[N:5]. The yield is 0.910. (7) The reactants are F[C:2]1[CH:3]=[C:4]([C:9]2[CH:10]=[C:11]([C:20]([O:22]C)=[O:21])[C:12](=[O:19])[N:13](CC(C)C)[N:14]=2)[CH:5]=[CH:6][C:7]=1[F:8].[F:24]C1C=C(F)C=CC=1C(=O)CC(C(OCC)=O)(O)C(OCC)=O. No catalyst specified. The product is [C:20]([C:11]1[C:12](=[O:19])[NH:13][N:14]=[C:9]([C:4]2[CH:5]=[CH:6][C:7]([F:8])=[CH:2][C:3]=2[F:24])[CH:10]=1)([OH:22])=[O:21]. The yield is 0.952. (8) The reactants are [H-].[H-].[H-].[H-].[Li+].[Al+3].[Cl:7][C:8]1[CH:13]=[CH:12][C:11]([S:14]([NH:17][C@@H:18]([CH:22]2[CH2:27][CH2:26][CH2:25][CH2:24][CH2:23]2)[C:19](O)=[O:20])(=[O:16])=[O:15])=[CH:10][CH:9]=1. The catalyst is C1COCC1. The product is [Cl:7][C:8]1[CH:9]=[CH:10][C:11]([S:14]([NH:17][C@@H:18]([CH:22]2[CH2:27][CH2:26][CH2:25][CH2:24][CH2:23]2)[CH2:19][OH:20])(=[O:15])=[O:16])=[CH:12][CH:13]=1. The yield is 0.370. (9) The reactants are [H-].[Na+].F[C:4]1[CH:9]=[CH:8][C:7]([N+:10]([O-:12])=[O:11])=[CH:6][CH:5]=1.[F:13][C:14]1[CH:19]=[CH:18][C:17]([F:20])=[CH:16][C:15]=1[OH:21]. The catalyst is CN(C)C=O.O.Cl[Cu]. The product is [F:13][C:14]1[CH:19]=[CH:18][C:17]([F:20])=[CH:16][C:15]=1[O:21][C:4]1[CH:9]=[CH:8][C:7]([N+:10]([O-:12])=[O:11])=[CH:6][CH:5]=1. The yield is 0.810.